From a dataset of Catalyst prediction with 721,799 reactions and 888 catalyst types from USPTO. Predict which catalyst facilitates the given reaction. (1) The catalyst class is: 319. Product: [N:21]1[CH:22]=[CH:23][C:18]([NH:17][CH2:16][CH:13]2[CH2:12][CH2:11][N:10]([C:8]([O:7][CH2:6][C:5]3[CH:4]=[CH:3][C:2]([CH3:1])=[CH:27][CH:26]=3)=[O:9])[CH2:15][CH2:14]2)=[N:19][CH:20]=1. Reactant: [CH3:1][C:2]1[CH:27]=[CH:26][C:5]([CH2:6][O:7][C:8]([N:10]2[CH2:15][CH2:14][CH:13]([CH2:16][NH:17][C:18]3[CH:23]=[CH:22][N:21]=[C:20](SC)[N:19]=3)[CH2:12][CH2:11]2)=[O:9])=[CH:4][CH:3]=1. (2) Reactant: C([O:3][C:4](=[O:38])[CH2:5][O:6][C:7]1[CH:12]=[CH:11][C:10]([S:13][C:14]2[CH:19]=[C:18]([C:20]#[C:21][C:22]3[CH:27]=[CH:26][CH:25]=[CH:24][CH:23]=3)[CH:17]=[C:16]([O:28][CH2:29][CH2:30][CH:31]3[CH2:36][CH2:35][CH2:34][CH2:33][CH2:32]3)[CH:15]=2)=[CH:9][C:8]=1[CH3:37])C.C(O)C.[OH-].[Na+].Cl. Product: [CH:31]1([CH2:30][CH2:29][O:28][C:16]2[CH:15]=[C:14]([S:13][C:10]3[CH:11]=[CH:12][C:7]([O:6][CH2:5][C:4]([OH:38])=[O:3])=[C:8]([CH3:37])[CH:9]=3)[CH:19]=[C:18]([C:20]#[C:21][C:22]3[CH:27]=[CH:26][CH:25]=[CH:24][CH:23]=3)[CH:17]=2)[CH2:36][CH2:35][CH2:34][CH2:33][CH2:32]1. The catalyst class is: 1. (3) Reactant: C([O:3][C:4](=[O:17])[CH2:5][CH2:6][CH2:7][CH2:8][C:9]1[N:14]=[C:13]([NH2:15])[N:12]=[C:11]([NH2:16])[CH:10]=1)C.[OH-].[Na+].Cl. Product: [NH2:15][C:13]1[N:12]=[C:11]([NH2:16])[CH:10]=[C:9]([CH2:8][CH2:7][CH2:6][CH2:5][C:4]([OH:17])=[O:3])[N:14]=1. The catalyst class is: 6. (4) Reactant: [CH2:1]([CH:3]1[N:12]2[C:7](=[CH:8][C:9](=[O:18])[C:10]([C:13]([O:15][CH2:16][CH3:17])=[O:14])=[CH:11]2)[C:6]2[CH:19]=[C:20]([O:24][CH3:25])[C:21]([OH:23])=[CH:22][C:5]=2[CH2:4]1)[CH3:2].Br[CH:27]([CH3:29])[CH3:28].C([O-])([O-])=O.[K+].[K+].O. Product: [CH2:1]([CH:3]1[N:12]2[C:7](=[CH:8][C:9](=[O:18])[C:10]([C:13]([O:15][CH2:16][CH3:17])=[O:14])=[CH:11]2)[C:6]2[CH:19]=[C:20]([O:24][CH3:25])[C:21]([O:23][CH:27]([CH3:29])[CH3:28])=[CH:22][C:5]=2[CH2:4]1)[CH3:2]. The catalyst class is: 3. (5) Reactant: [CH2:1]([C:3]1[CH:8]=[C:7]([N+:9]([O-])=O)[CH:6]=[CH:5][C:4]=1[OH:12])[CH3:2].Cl. Product: [NH2:9][C:7]1[CH:6]=[CH:5][C:4]([OH:12])=[C:3]([CH2:1][CH3:2])[CH:8]=1. The catalyst class is: 19.